From a dataset of Catalyst prediction with 721,799 reactions and 888 catalyst types from USPTO. Predict which catalyst facilitates the given reaction. (1) Reactant: [F:1][C:2]1[CH:7]=[CH:6][C:5]([CH:8]2[C:13]3=[N:14][NH:15][C:16](=[O:21])[C:17]4[CH:18]=[CH:19][CH:20]=[C:11]([C:12]=43)[NH:10][CH:9]2[C:22]2[CH:29]=[CH:28][C:25]([CH:26]=O)=[CH:24][CH:23]=2)=[CH:4][CH:3]=1.[CH3:30][CH:31]1[CH2:36][NH:35][CH2:34][CH2:33][N:32]1[C:37]([O:39][C:40]([CH3:43])([CH3:42])[CH3:41])=[O:38].[BH3-]C#N.[Na+]. Product: [F:1][C:2]1[CH:3]=[CH:4][C:5]([CH:8]2[C:13]3=[N:14][NH:15][C:16](=[O:21])[C:17]4[CH:18]=[CH:19][CH:20]=[C:11]([C:12]=43)[NH:10][CH:9]2[C:22]2[CH:23]=[CH:24][C:25]([CH2:26][N:35]3[CH2:34][CH2:33][N:32]([C:37]([O:39][C:40]([CH3:42])([CH3:41])[CH3:43])=[O:38])[CH:31]([CH3:30])[CH2:36]3)=[CH:28][CH:29]=2)=[CH:6][CH:7]=1. The catalyst class is: 2. (2) Reactant: [NH2:1][C:2]1[CH:7]=[CH:6][CH:5]=[CH:4][C:3]=1[NH:8][C:9]([C:11]1[N:19]([CH3:20])[C:14]2[CH2:15][NH:16][CH2:17][CH2:18][C:13]=2[CH:12]=1)=[O:10].CCN(CC)CC.[N+](C1C=CC([O:37][C:38](=O)[NH:39][C:40]2[CH:41]=[N:42][CH:43]=[CH:44][CH:45]=2)=CC=1)([O-])=O. Product: [NH2:1][C:2]1[CH:7]=[CH:6][CH:5]=[CH:4][C:3]=1[NH:8][C:9]([C:11]1[N:19]([CH3:20])[C:14]2[CH2:15][N:16]([C:38]([NH:39][C:40]3[CH:41]=[N:42][CH:43]=[CH:44][CH:45]=3)=[O:37])[CH2:17][CH2:18][C:13]=2[CH:12]=1)=[O:10]. The catalyst class is: 3. (3) Reactant: [Cl:1][C:2]1[CH:3]=[C:4]([O:32][CH3:33])[C:5]([O:30][CH3:31])=[C:6]([CH:8]([NH:10][C:11]2[CH:12]=[C:13]([N:21]3[CH2:26][CH2:25][CH:24]([N:27]([CH3:29])[CH3:28])[CH2:23][CH2:22]3)[CH:14]=[CH:15][C:16]=2[S:17]([CH3:20])(=[O:19])=[O:18])[CH3:9])[CH:7]=1.Cl. Product: [ClH:1].[Cl:1][C:2]1[CH:3]=[C:4]([O:32][CH3:33])[C:5]([O:30][CH3:31])=[C:6]([CH:8]([NH:10][C:11]2[CH:12]=[C:13]([N:21]3[CH2:26][CH2:25][CH:24]([N:27]([CH3:28])[CH3:29])[CH2:23][CH2:22]3)[CH:14]=[CH:15][C:16]=2[S:17]([CH3:20])(=[O:19])=[O:18])[CH3:9])[CH:7]=1. The catalyst class is: 268.